Task: Predict which catalyst facilitates the given reaction.. Dataset: Catalyst prediction with 721,799 reactions and 888 catalyst types from USPTO (1) Reactant: [CH2:1]([NH2:6])[CH2:2][CH2:3][CH:4]=[CH2:5].C([O-])([O-])=O.[Na+].[Na+].[CH3:13][O:14][C:15](=[O:22])[CH2:16][CH2:17][S:18](Cl)(=[O:20])=[O:19]. Product: [CH3:13][O:14][C:15](=[O:22])[CH2:16][CH2:17][S:18](=[O:20])(=[O:19])[NH:6][CH2:1][CH2:2][CH2:3][CH:4]=[CH2:5]. The catalyst class is: 2. (2) Reactant: Cl.[Cl:2][CH2:3][CH2:4]N.[N:6]1C=CC=CC=1.[Cl:12][C:13]1[CH:18]=[CH:17][C:16]([S:19](Cl)(=[O:21])=[O:20])=[CH:15][CH:14]=1.Cl. Product: [Cl:2][CH2:3][CH2:4][C:16]1([S:19]([NH2:6])(=[O:21])=[O:20])[CH:17]=[CH:18][C:13]([Cl:12])=[CH:14][CH2:15]1. The catalyst class is: 46. (3) Reactant: [CH3:1][N:2]1[CH2:7][CH2:6][N:5]([C:8]2[CH2:9][C:10]([N:19]3[CH2:24][CH2:23][N:22]([CH3:25])[CH2:21][CH2:20]3)=[N:11][C:12]3[CH:18]=[CH:17][CH:16]=[CH:15][C:13]=3[N:14]=2)[CH2:4][CH2:3]1.[CH:26]([N-]C(C)C)([CH3:28])[CH3:27].[Li+].C(=O)CC.C(N(CC)CC)C.N1C=CC=CC=1.FC(F)(F)C(OC(=O)C(F)(F)F)=O.[OH-].[Na+]. Product: [CH3:1][N:2]1[CH2:3][CH2:4][N:5]([C:8]2[C:9](=[CH:27][CH2:26][CH3:28])[C:10]([N:19]3[CH2:20][CH2:21][N:22]([CH3:25])[CH2:23][CH2:24]3)=[N:11][C:12]3[CH:18]=[CH:17][CH:16]=[CH:15][C:13]=3[N:14]=2)[CH2:6][CH2:7]1. The catalyst class is: 83. (4) Reactant: C1C(=O)N(Cl)C(=O)C1.[CH2:9]([SH:16])[C:10]1[CH:15]=[CH:14][CH:13]=[CH:12][CH:11]=1.[CH2:17]([CH:24]1[CH2:29][CH2:28][N:27]([C:30]([C:32]2[NH:33][C:34]3[C:39]([CH:40]=2)=[CH:38][CH:37]=[CH:36][CH:35]=3)=[O:31])[CH2:26][CH2:25]1)[C:18]1[CH:23]=[CH:22][CH:21]=[CH:20][CH:19]=1.O. Product: [CH2:17]([CH:24]1[CH2:25][CH2:26][N:27]([C:30]([C:32]2[NH:33][C:34]3[C:39]([C:40]=2[S:16][CH2:9][C:10]2[CH:15]=[CH:14][CH:13]=[CH:12][CH:11]=2)=[CH:38][CH:37]=[CH:36][CH:35]=3)=[O:31])[CH2:28][CH2:29]1)[C:18]1[CH:19]=[CH:20][CH:21]=[CH:22][CH:23]=1. The catalyst class is: 2.